From a dataset of CYP2D6 inhibition data for predicting drug metabolism from PubChem BioAssay. Regression/Classification. Given a drug SMILES string, predict its absorption, distribution, metabolism, or excretion properties. Task type varies by dataset: regression for continuous measurements (e.g., permeability, clearance, half-life) or binary classification for categorical outcomes (e.g., BBB penetration, CYP inhibition). Dataset: cyp2d6_veith. (1) The drug is CC(=O)Oc1cc(C(F)(F)F)ccc1C(=O)O. The result is 0 (non-inhibitor). (2) The molecule is CN(C)C(=O)c1ccc(-c2ccc3ncnc(NCCN4CCOCC4)c3c2)cc1. The result is 0 (non-inhibitor). (3) The drug is COc1ccccc1OP(C)(=O)Nc1ccc(C)cc1C. The result is 0 (non-inhibitor).